This data is from Catalyst prediction with 721,799 reactions and 888 catalyst types from USPTO. The task is: Predict which catalyst facilitates the given reaction. (1) Reactant: [C:1]([O:5][C:6](=[O:36])[CH2:7][C@@:8]1([C:24]([O:26]CC2C=CC(OC)=CC=2)=[O:25])[C@H:12]([CH3:13])[CH2:11][N:10](C(OCC2C=CC=CC=2)=O)[CH2:9]1)([CH3:4])([CH3:3])[CH3:2]. Product: [C:1]([O:5][C:6](=[O:36])[CH2:7][C@@:8]1([C:24]([OH:26])=[O:25])[C@H:12]([CH3:13])[CH2:11][NH:10][CH2:9]1)([CH3:2])([CH3:3])[CH3:4]. The catalyst class is: 43. (2) Reactant: [Cl:1][C:2]1[CH:7]=[CH:6][C:5]([CH:8]([C:18]2[CH:23]=[CH:22][CH:21]=[CH:20][CH:19]=2)[N:9]2[CH2:14][CH2:13][N:12]([CH2:15][CH2:16][OH:17])[CH2:11][CH2:10]2)=[CH:4][CH:3]=1.[OH-].[K+].Cl[CH2:27][C:28]([O-:30])=[O:29].[Na+].Cl. Product: [Cl:1][C:2]1[CH:3]=[CH:4][C:5]([CH:8]([C:18]2[CH:19]=[CH:20][CH:21]=[CH:22][CH:23]=2)[N:9]2[CH2:10][CH2:11][N:12]([CH2:15][CH2:16][O:17][CH2:27][C:28]([OH:30])=[O:29])[CH2:13][CH2:14]2)=[CH:6][CH:7]=1. The catalyst class is: 35.